Dataset: Full USPTO retrosynthesis dataset with 1.9M reactions from patents (1976-2016). Task: Predict the reactants needed to synthesize the given product. (1) Given the product [OH:21][C:22]1[CH:27]=[CH:26][C:25]([C:6]2[CH:5]=[C:4]([C:9]3[CH:14]=[CH:13][CH:12]=[CH:11][C:10]=3[O:15][CH2:16][CH2:17][CH:18]([CH3:20])[CH3:19])[NH:3][C:2](=[O:51])[N:7]=2)=[CH:24][CH:23]=1, predict the reactants needed to synthesize it. The reactants are: Cl[C:2]1[N:7]=[C:6](Cl)[CH:5]=[C:4]([C:9]2[CH:14]=[CH:13][CH:12]=[CH:11][C:10]=2[O:15][CH2:16][CH2:17][CH:18]([CH3:20])[CH3:19])[N:3]=1.[OH:21][C:22]1[CH:27]=[CH:26][C:25](B(O)O)=[CH:24][CH:23]=1.C1C=CC(P(C2C=CC=CC=2)C2C=CC=CC=2)=CC=1.C([O-])([O-])=[O:51].[Na+].[Na+]. (2) Given the product [CH2:1]([N:10]([C:11]1[CH:16]=[CH:15][CH:14]=[CH:13][CH:12]=1)[CH3:17])[C:2]1[CH:7]=[CH:6][CH:5]=[C:4]([O:8][CH3:9])[CH:3]=1, predict the reactants needed to synthesize it. The reactants are: [CH2:1]([NH:10][C:11]1[CH:16]=[CH:15][CH:14]=[CH:13][CH:12]=1)[C:2]1[CH:7]=[CH:6][CH:5]=[C:4]([O:8][CH3:9])[CH:3]=1.[CH2:17]([Li])CCC.IC. (3) Given the product [CH2:1]([O:3][C:4](=[O:27])[C:5]1[CH:6]=[CH:7][C:8]([N:11]([CH2:28][CH3:29])[C:12]2[CH:21]=[CH:20][C:19]3[C:18]([CH:22]([CH3:23])[CH3:24])=[CH:17][CH2:16][C:15]([CH3:25])([CH3:26])[C:14]=3[CH:13]=2)=[CH:9][CH:10]=1)[CH3:2], predict the reactants needed to synthesize it. The reactants are: [CH2:1]([O:3][C:4](=[O:27])[C:5]1[CH:10]=[CH:9][C:8]([NH:11][C:12]2[CH:21]=[CH:20][C:19]3[C:18]([CH:22]([CH3:24])[CH3:23])=[CH:17][CH2:16][C:15]([CH3:26])([CH3:25])[C:14]=3[CH:13]=2)=[CH:7][CH:6]=1)[CH3:2].[CH:28](=O)[CH3:29]. (4) Given the product [Cl:35][C:36]1[CH:41]=[CH:40][C:39]([C:42]2[N:46]([CH2:47][CH2:48][CH2:49][CH2:50][CH3:51])[C:45]3[CH:54]=[C:55]([F:59])[C:56]([F:58])=[CH:57][C:44]=3[N:43]=2)=[C:38]([O:60][CH3:61])[CH:37]=1, predict the reactants needed to synthesize it. The reactants are: C1(COC2C(C3N(CC4C=CC(CCC(O)=O)=CC=4)C4C=C(F)C(F)=CC=4N=3)=CC=CN=2)CC1.[Cl:35][C:36]1[CH:41]=[CH:40][C:39]([C:42]2[N:46]([CH2:47][CH:48]3CC[CH2:51][CH2:50][CH2:49]3)[C:45]3[CH:54]=[C:55]([F:59])[C:56]([F:58])=[CH:57][C:44]=3[N:43]=2)=[C:38]([O:60][CH2:61]C2C=CC=CC=2Cl)[CH:37]=1.BrCCCCC.